Dataset: Forward reaction prediction with 1.9M reactions from USPTO patents (1976-2016). Task: Predict the product of the given reaction. (1) The product is: [CH:1]1([N:5]2[CH2:11][CH2:10][C:9]3[CH:12]=[CH:13][C:14]([NH:16][C:17](=[O:25])[C:18]4[CH:23]=[CH:22][C:21]([C:29]5[CH:30]=[CH:31][N:26]=[CH:27][CH:28]=5)=[CH:20][CH:19]=4)=[CH:15][C:8]=3[CH2:7][CH2:6]2)[CH2:4][CH2:3][CH2:2]1. Given the reactants [CH:1]1([N:5]2[CH2:11][CH2:10][C:9]3[CH:12]=[CH:13][C:14]([NH:16][C:17](=[O:25])[C:18]4[CH:23]=[CH:22][C:21](I)=[CH:20][CH:19]=4)=[CH:15][C:8]=3[CH2:7][CH2:6]2)[CH2:4][CH2:3][CH2:2]1.[N:26]1[CH:31]=[CH:30][C:29](B(O)O)=[CH:28][CH:27]=1.C(=O)([O-])[O-].[Na+].[Na+], predict the reaction product. (2) The product is: [CH2:2]([O:4][C:5](=[O:25])[C@H:6]([CH3:24])[CH2:7][C@H:8]([C:63](=[O:64])[NH:61][C:60]1[NH:28][N:51]=[N:52][N:44]=1)[CH2:9][C:10]1[CH:15]=[CH:14][C:13]([C:16]2[CH:21]=[CH:20][CH:19]=[CH:18][CH:17]=2)=[CH:12][CH:11]=1)[CH3:3]. Given the reactants Cl.[CH2:2]([O:4][C:5](=[O:25])[C@@H:6]([CH3:24])[CH2:7][CH:8](N)[CH2:9][C:10]1[CH:15]=[CH:14][C:13]([C:16]2[CH:21]=[CH:20][CH:19]=[C:18](Cl)[CH:17]=2)=[CH:12][CH:11]=1)[CH3:3].CC[N:28](CC)CC.C(Cl)Cl.CN(C(O[N:44]1[N:52]=[N:51]C2C=CC=NC1=2)=[N+](C)C)C.F[P-](F)(F)(F)(F)F.[CH3:60][N:61]([CH:63]=[O:64])C, predict the reaction product. (3) The product is: [CH3:1][O:2][C:3]1[CH:11]=[CH:10][CH:9]=[C:8]2[C:4]=1[CH:5]=[C:6]([C:12]([OH:14])=[O:13])[NH:7]2. Given the reactants [CH3:1][O:2][C:3]1[CH:11]=[CH:10][CH:9]=[C:8]2[C:4]=1[CH:5]=[C:6]([C:12]([O:14]C)=[O:13])[NH:7]2.[OH-].[Na+], predict the reaction product.